This data is from Catalyst prediction with 721,799 reactions and 888 catalyst types from USPTO. The task is: Predict which catalyst facilitates the given reaction. (1) Reactant: [OH:1][C:2]1[CH:9]=[C:8]([CH3:10])[C:5]([CH:6]=[O:7])=[C:4]([O:11][CH2:12][O:13][CH3:14])[CH:3]=1.[CH2:15]([O:22][C:23]1[CH:24]=[C:25](B(O)O)[CH:26]=[CH:27][CH:28]=1)[C:16]1[CH:21]=[CH:20][CH:19]=[CH:18][CH:17]=1.CCN(CC)CC. Product: [CH2:15]([O:22][C:23]1[CH:28]=[C:27]([CH:26]=[CH:25][CH:24]=1)[O:1][C:2]1[CH:9]=[C:8]([CH3:10])[C:5]([CH:6]=[O:7])=[C:4]([O:11][CH2:12][O:13][CH3:14])[CH:3]=1)[C:16]1[CH:21]=[CH:20][CH:19]=[CH:18][CH:17]=1. The catalyst class is: 749. (2) Reactant: [N+:1]([C:4]1[CH:9]=[CH:8][C:7]([C:10]2[CH:15]=[N:14][CH:13]=[CH:12][N:11]=2)=[CH:6][C:5]=1[NH:16][C:17]([N:19]1[CH2:23][CH2:22][CH2:21][CH2:20]1)=[O:18])([O-])=O. Product: [NH2:1][C:4]1[CH:9]=[CH:8][C:7]([C:10]2[CH:15]=[N:14][CH:13]=[CH:12][N:11]=2)=[CH:6][C:5]=1[NH:16][C:17]([N:19]1[CH2:23][CH2:22][CH2:21][CH2:20]1)=[O:18]. The catalyst class is: 403. (3) Reactant: O.Cl.[C:3]([NH2:11])(=[NH:10])[C:4]1[CH:9]=[CH:8][CH:7]=[CH:6][CH:5]=1.C([O-])(=O)C.[Na+].N[C:18]1[NH:22][N:21]=[C:20]([NH:23][C:24]2[CH:29]=[CH:28][C:27]([Br:30])=[CH:26][CH:25]=2)[C:19]=1[C:31]#[N:32].O. Product: [NH2:32][C:31]1[N:11]=[C:3]([C:4]2[CH:9]=[CH:8][CH:7]=[CH:6][CH:5]=2)[N:10]=[C:18]2[NH:22][N:21]=[C:20]([NH:23][C:24]3[CH:29]=[CH:28][C:27]([Br:30])=[CH:26][CH:25]=3)[C:19]=12. The catalyst class is: 15.